This data is from NCI-60 drug combinations with 297,098 pairs across 59 cell lines. The task is: Regression. Given two drug SMILES strings and cell line genomic features, predict the synergy score measuring deviation from expected non-interaction effect. (1) Drug 1: CC12CCC3C(C1CCC2=O)CC(=C)C4=CC(=O)C=CC34C. Drug 2: CC1C(C(CC(O1)OC2CC(CC3=C2C(=C4C(=C3O)C(=O)C5=C(C4=O)C(=CC=C5)OC)O)(C(=O)C)O)N)O.Cl. Cell line: TK-10. Synergy scores: CSS=54.0, Synergy_ZIP=1.02, Synergy_Bliss=6.72, Synergy_Loewe=3.44, Synergy_HSA=6.85. (2) Drug 1: C1CN1C2=NC(=NC(=N2)N3CC3)N4CC4. Drug 2: CC1=CC2C(CCC3(C2CCC3(C(=O)C)OC(=O)C)C)C4(C1=CC(=O)CC4)C. Cell line: NCIH23. Synergy scores: CSS=29.0, Synergy_ZIP=-2.90, Synergy_Bliss=-3.18, Synergy_Loewe=-22.8, Synergy_HSA=-3.48.